From a dataset of Full USPTO retrosynthesis dataset with 1.9M reactions from patents (1976-2016). Predict the reactants needed to synthesize the given product. (1) Given the product [CH2:1]([O:8][C:9]1[CH:10]=[C:11]([C:12]2[O:13][N:32]=[C:31]([C:33]3[CH:38]=[CH:37][N:36]=[CH:35][CH:34]=3)[N:30]=2)[CH:15]=[C:16]([N+:26]([O-:28])=[O:27])[C:17]=1[O:18][CH2:19][C:20]1[CH:25]=[CH:24][CH:23]=[CH:22][CH:21]=1)[C:2]1[CH:3]=[CH:4][CH:5]=[CH:6][CH:7]=1, predict the reactants needed to synthesize it. The reactants are: [CH2:1]([O:8][C:9]1[CH:10]=[C:11]([CH:15]=[C:16]([N+:26]([O-:28])=[O:27])[C:17]=1[O:18][CH2:19][C:20]1[CH:25]=[CH:24][CH:23]=[CH:22][CH:21]=1)[C:12](O)=[O:13])[C:2]1[CH:7]=[CH:6][CH:5]=[CH:4][CH:3]=1.O[N:30]=[C:31]([C:33]1[CH:38]=[CH:37][N:36]=[CH:35][CH:34]=1)[NH2:32]. (2) The reactants are: CN(C(ON1N=NC2C=CC=NC1=2)=[N+](C)C)C.F[P-](F)(F)(F)(F)F.[C:25]([O:29][C:30]([N:32]1[C:36]([CH3:38])([CH3:37])[CH2:35][CH2:34][C@H:33]1[C:39]([OH:41])=O)=[O:31])([CH3:28])([CH3:27])[CH3:26].[F:42][C:43]([F:59])([F:58])[C:44]1[N:49]=[CH:48][C:47]([C:50]2[N:55]=[CH:54][N:53]=[C:52]([CH2:56][NH2:57])[CH:51]=2)=[CH:46][CH:45]=1.CCN(C(C)C)C(C)C. Given the product [CH3:38][C:36]1([CH3:37])[CH2:35][CH2:34][C@@H:33]([C:39](=[O:41])[NH:57][CH2:56][C:52]2[CH:51]=[C:50]([C:47]3[CH:48]=[N:49][C:44]([C:43]([F:59])([F:58])[F:42])=[CH:45][CH:46]=3)[N:55]=[CH:54][N:53]=2)[N:32]1[C:30]([O:29][C:25]([CH3:26])([CH3:27])[CH3:28])=[O:31], predict the reactants needed to synthesize it.